The task is: Predict the reactants needed to synthesize the given product.. This data is from Full USPTO retrosynthesis dataset with 1.9M reactions from patents (1976-2016). (1) Given the product [Br:18][C:15]1[CH:14]=[CH:13][C:12]([CH2:11][CH:7]([C:8](=[O:10])[CH3:9])[C:6]([NH:20][C:21]2[CH:22]=[C:23]([OH:28])[CH:24]=[CH:25][C:26]=2[Cl:27])=[O:19])=[CH:17][CH:16]=1, predict the reactants needed to synthesize it. The reactants are: C(S[C:6](=[O:19])[CH:7]([CH2:11][C:12]1[CH:17]=[CH:16][C:15]([Br:18])=[CH:14][CH:13]=1)[C:8](=[O:10])[CH3:9])(C)(C)C.[NH2:20][C:21]1[CH:22]=[C:23]([OH:28])[CH:24]=[CH:25][C:26]=1[Cl:27]. (2) Given the product [OH:17][C:10]1[CH:9]=[CH:8][C:13]([CH:1]=[CH2:7])=[CH:12][CH:11]=1.[CH2:14]([O:18][CH2:19][C:20]1[CH:25]=[CH:24][C:23]([CH:26]=[CH2:27])=[CH:22][CH:21]=1)[CH:15]1[O:17][CH2:16]1.[CH2:8]=[CH:7][C:1]1[CH:6]=[CH:5][CH:4]=[CH:3][CH:2]=1, predict the reactants needed to synthesize it. The reactants are: [C:1]1([CH3:7])[CH:6]=[CH:5][CH:4]=[CH:3][CH:2]=1.[CH3:8][CH2:9][CH2:10][CH2:11][CH2:12][CH3:13].[CH2:14]([O:18][CH2:19][C:20]1[CH:25]=[CH:24][C:23]([CH:26]=[CH2:27])=[CH:22][CH:21]=1)[CH:15]1[O:17][CH2:16]1.